Task: Predict the product of the given reaction.. Dataset: Forward reaction prediction with 1.9M reactions from USPTO patents (1976-2016) (1) Given the reactants C(Br)(Br)(Br)Br.C1(P(C2C=CC=CC=2)C2C=CC=CC=2)C=CC=CC=1.O[CH2:26][CH2:27][O:28][C:29]1[CH:30]=[C:31]([NH:50][CH:51]2[CH2:56][CH2:55][N:54]([CH:57]([CH3:59])[CH3:58])[CH2:53][CH2:52]2)[C:32]([C:35]2[NH:44][C:43](=[O:45])[C:42]3[C:37](=[CH:38][C:39]([O:48][CH3:49])=[CH:40][C:41]=3[O:46][CH3:47])[N:36]=2)=[N:33][CH:34]=1.[CH:60]([NH2:63])([CH3:62])[CH3:61], predict the reaction product. The product is: [CH:60]([NH:63][CH2:26][CH2:27][O:28][C:29]1[CH:30]=[C:31]([NH:50][CH:51]2[CH2:56][CH2:55][N:54]([CH:57]([CH3:58])[CH3:59])[CH2:53][CH2:52]2)[C:32]([C:35]2[NH:44][C:43](=[O:45])[C:42]3[C:37](=[CH:38][C:39]([O:48][CH3:49])=[CH:40][C:41]=3[O:46][CH3:47])[N:36]=2)=[N:33][CH:34]=1)([CH3:62])[CH3:61]. (2) Given the reactants C[O:2][C:3]([C:5]1[N:6](S(C2C=CC(C)=CC=2)(=O)=O)[CH:7]=[C:8]([C:10]2[CH:15]=[CH:14][CH:13]=[C:12]([N+:16]([O-:18])=[O:17])[C:11]=2[O:19][CH3:20])[CH:9]=1)=[O:4].O.[OH-].[Li+].CN(C)C=O.Cl, predict the reaction product. The product is: [N+:16]([C:12]1[C:11]([O:19][CH3:20])=[C:10]([C:8]2[CH:9]=[C:5]([C:3]([OH:4])=[O:2])[NH:6][CH:7]=2)[CH:15]=[CH:14][CH:13]=1)([O-:18])=[O:17]. (3) Given the reactants II.[NH2:3][C:4]1[CH:21]=[CH:20][C:7]([O:8][C:9]2[CH:14]=[CH:13][N:12]=[C:11]3[NH:15][C:16](=[O:19])[N:17]([CH3:18])[C:10]=23)=[CH:6][CH:5]=1.[C:22]([C:26]1[CH:30]=[C:29]([NH:31][C:32](=O)[O:33]C2C=CC=CC=2)[N:28]([C:41]2[CH:46]=[CH:45][C:44]([F:47])=[CH:43][CH:42]=2)[N:27]=1)([CH3:25])([CH3:24])[CH3:23], predict the reaction product. The product is: [CH3:18][N:17]1[C:10]2[C:11](=[N:12][CH:13]=[CH:14][C:9]=2[O:8][C:7]2[CH:20]=[CH:21][C:4]([NH:3][C:32]([NH:31][C:29]3[N:28]([C:41]4[CH:46]=[CH:45][C:44]([F:47])=[CH:43][CH:42]=4)[N:27]=[C:26]([C:22]([CH3:25])([CH3:24])[CH3:23])[CH:30]=3)=[O:33])=[CH:5][CH:6]=2)[NH:15][C:16]1=[O:19].